Dataset: Reaction yield outcomes from USPTO patents with 853,638 reactions. Task: Predict the reaction yield, written as a fraction of the theoretical maximum amount of product (1.0 means a 100% yield; for example, 0.34 means a 34% yield). (1) The reactants are [F:1][C:2]1[CH:3]=[C:4]([CH2:9][C:10]([C:12]2[CH:17]=[C:16]([OH:18])[CH:15]=[CH:14][C:13]=2[OH:19])=[O:11])[CH:5]=[C:6]([F:8])[CH:7]=1.[CH2:20]1[CH2:25][O:24][CH:23]=[CH:22][CH2:21]1.CC1C=CC(S([O-])(=O)=O)=CC=1.C1C=C[NH+]=CC=1. The catalyst is C(Cl)Cl. The product is [F:1][C:2]1[CH:3]=[C:4]([CH2:9][C:10]([C:12]2[CH:17]=[C:16]([O:18][CH:23]3[CH2:22][CH2:21][CH2:20][CH2:25][O:24]3)[CH:15]=[CH:14][C:13]=2[OH:19])=[O:11])[CH:5]=[C:6]([F:8])[CH:7]=1. The yield is 0.490. (2) The reactants are S1C2CCC(C([O-])=O)NC=2N=C1.[N:13]([CH2:16][CH2:17][CH2:18][C:19]1([C:35]2[CH:40]=[CH:39][CH:38]=[CH:37][CH:36]=2)[N:23]([C:24](=[S:26])[NH2:25])[N:22]=[C:21]([C:27]2[CH:32]=[C:31]([F:33])[CH:30]=[CH:29][C:28]=2[F:34])[S:20]1)=[N+]=[N-].Br[CH:42]1[C:47](=O)[CH2:46][CH2:45][N:44]([C:49](OC(C)(C)C)=O)[CH2:43]1.CCN(C(C)C)C(C)C. The catalyst is C(O)C. The product is [F:34][C:28]1[CH:29]=[CH:30][C:31]([F:33])=[CH:32][C:27]=1[C:21]1[S:20][C:19]([CH2:18][CH2:17][CH2:16][NH2:13])([C:35]2[CH:40]=[CH:39][CH:38]=[CH:37][CH:36]=2)[N:23]([C:24]2[S:26][C:42]3[CH2:43][N:44]([CH3:49])[CH2:45][CH2:46][C:47]=3[N:25]=2)[N:22]=1. The yield is 0.730. (3) The reactants are [S:1]1[CH:5]=[CH:4][C:3]([CH:6]=[O:7])=[CH:2]1.[CH2:8](O)[CH2:9][OH:10]. The catalyst is C1(C)C=CC=CC=1.C1(C)C=CC(S(O)(=O)=O)=CC=1. The product is [S:1]1[CH:5]=[CH:4][C:3]([CH:6]2[O:10][CH2:9][CH2:8][O:7]2)=[CH:2]1. The yield is 0.959. (4) The reactants are [F:1][C:2]1[CH:7]=[CH:6][CH:5]=[C:4]([F:8])[C:3]=1[O:9][C:10]1[CH:15]=[CH:14][C:13](I)=[CH:12][CH:11]=1.[CH3:17][C:18]1([CH3:34])[C:22]([CH3:24])([CH3:23])[O:21][B:20]([B:20]2[O:21][C:22]([CH3:24])([CH3:23])[C:18]([CH3:34])([CH3:17])[O:19]2)[O:19]1.C([O-])(=O)C.[K+]. The catalyst is CN(C)C=O.CC([O-])=O.CC([O-])=O.[Pd+2]. The product is [F:1][C:2]1[CH:7]=[CH:6][CH:5]=[C:4]([F:8])[C:3]=1[O:9][C:10]1[CH:15]=[CH:14][C:13]([B:20]2[O:21][C:22]([CH3:24])([CH3:23])[C:18]([CH3:34])([CH3:17])[O:19]2)=[CH:12][CH:11]=1. The yield is 0.750. (5) The product is [O:26]=[S:2]1(=[O:1])[C:8]2[CH:9]=[C:10]([O:13][CH2:28][C:29]([O:31][CH2:32][CH3:33])=[O:30])[CH:11]=[CH:12][C:7]=2[N:6]([C:14]2[CH:19]=[CH:18][CH:17]=[CH:16][CH:15]=2)[CH2:5][C:4]([CH2:22][CH2:23][CH2:24][CH3:25])([CH2:20][CH3:21])[CH2:3]1. The yield is 0.970. The catalyst is [Br-].C([N+](CCCC)(CCCC)CCCC)CCC.CC#N. The reactants are [O:1]=[S:2]1(=[O:26])[C:8]2[CH:9]=[C:10]([OH:13])[CH:11]=[CH:12][C:7]=2[N:6]([C:14]2[CH:19]=[CH:18][CH:17]=[CH:16][CH:15]=2)[CH2:5][C:4]([CH2:22][CH2:23][CH2:24][CH3:25])([CH2:20][CH3:21])[CH2:3]1.Br[CH2:28][C:29]([O:31][CH2:32][CH3:33])=[O:30].C(=O)([O-])[O-].[Na+].[Na+]. (6) The reactants are [O:1]1[C:5]2[CH:6]=[CH:7][C:8]([C:10]3([C:13]([NH:15][C:16]4[CH:17]=[C:18]5[C:22](=[CH:23][C:24]=4[F:25])[NH:21][CH:20]([C:26]([CH3:29])([CH3:28])[CH3:27])[CH2:19]5)=[O:14])[CH2:12][CH2:11]3)=[CH:9][C:4]=2[O:3][CH2:2]1.[CH2:30]([O:37]CCC=O)[C:31]1C=CC=C[CH:32]=1.[BH-](OC(C)=O)(OC(C)=O)OC(C)=O.[Na+]. The catalyst is ClCCl. The product is [O:1]1[C:5]2[CH:6]=[CH:7][C:8]([C:10]3([C:13]([NH:15][C:16]4[CH:17]=[C:18]5[C:22](=[CH:23][C:24]=4[F:25])[N:21]([CH2:32][CH2:31][CH2:30][OH:37])[C:20]([C:26]([CH3:29])([CH3:28])[CH3:27])=[CH:19]5)=[O:14])[CH2:12][CH2:11]3)=[CH:9][C:4]=2[O:3][CH2:2]1. The yield is 0.0800. (7) The reactants are Br[CH2:2][CH2:3][CH2:4][NH:5][S:6]([CH2:9][C:10]1[CH:15]=[CH:14][CH:13]=[CH:12][CH:11]=1)(=[O:8])=[O:7].C(NC(C)C)(C)C.[Li]CCCC.[NH4+].[Cl-]. The catalyst is O1CCCC1.CCOC(C)=O.CCOC(C)=O.CCCCCCC.N1C2C(=CC=C3C=2N=CC=C3)C=CC=1. The product is [C:10]1([CH:9]2[S:6](=[O:8])(=[O:7])[NH:5][CH2:4][CH2:3][CH2:2]2)[CH:15]=[CH:14][CH:13]=[CH:12][CH:11]=1. The yield is 0.800. (8) The reactants are C([O:3][C:4]([C:6]1[S:14][C:13]2[CH2:12][CH2:11][S:10][CH2:9][C:8]=2[CH:7]=1)=O)C.[H-].[H-].[H-].[H-].[Li+].[Al+3]. The catalyst is C1COCC1.C(Cl)Cl.[O-2].[O-2].[Mn+4]. The product is [S:14]1[C:13]2[CH2:12][CH2:11][S:10][CH2:9][C:8]=2[CH:7]=[C:6]1[CH:4]=[O:3]. The yield is 0.360. (9) The reactants are [CH3:1][N:2]([C:7](=[S:10])[NH:8][CH3:9])[C:3](=O)[O:4]C.C([O-])(=O)C.[Na+].[F:16][C:17]1([F:39])[O:22][C:21]2[CH:23]=[C:24]([F:37])[C:25]([NH:27][C:28](=[O:36])OC3C=CC=CC=3)=[CH:26][C:20]=2[NH:19][C:18]1=[O:38]. The catalyst is CN(C=O)C. The product is [CH3:1][N:2]1[C:7](=[S:10])[N:8]([CH3:9])[C:28](=[O:36])[N:27]([C:25]2[C:24]([F:37])=[CH:23][C:21]3[O:22][C:17]([F:16])([F:39])[C:18](=[O:38])[NH:19][C:20]=3[CH:26]=2)[C:3]1=[O:4]. The yield is 0.730.